From a dataset of Peptide-MHC class I binding affinity with 185,985 pairs from IEDB/IMGT. Regression. Given a peptide amino acid sequence and an MHC pseudo amino acid sequence, predict their binding affinity value. This is MHC class I binding data. (1) The peptide sequence is ILYMLSWGK. The MHC is HLA-B46:01 with pseudo-sequence HLA-B46:01. The binding affinity (normalized) is 0.0847. (2) The peptide sequence is LVTARQKLK. The MHC is HLA-A03:01 with pseudo-sequence HLA-A03:01. The binding affinity (normalized) is 0.158. (3) The peptide sequence is YLFYYRKSV. The MHC is HLA-A02:06 with pseudo-sequence HLA-A02:06. The binding affinity (normalized) is 0.621. (4) The peptide sequence is HVLSLVFGK. The MHC is HLA-A03:01 with pseudo-sequence HLA-A03:01. The binding affinity (normalized) is 0.573. (5) The peptide sequence is TEAEKWPFF. The MHC is HLA-B08:01 with pseudo-sequence HLA-B08:01. The binding affinity (normalized) is 0.0847. (6) The peptide sequence is RAMDVYCHR. The MHC is HLA-A11:01 with pseudo-sequence HLA-A11:01. The binding affinity (normalized) is 0.872.